From a dataset of Full USPTO retrosynthesis dataset with 1.9M reactions from patents (1976-2016). Predict the reactants needed to synthesize the given product. (1) The reactants are: [C:1]([O:5][CH2:6][CH3:7])(=[O:4])[C:2]#[CH:3].[CH3:8][C:9]([N+:12]1[N-:13]OC(=O)[CH:16]=1)([CH3:11])[CH3:10]. Given the product [CH3:8][C:9]([N:12]1[CH:16]=[CH:3][C:2]([C:1]([O:5][CH2:6][CH3:7])=[O:4])=[N:13]1)([CH3:11])[CH3:10], predict the reactants needed to synthesize it. (2) Given the product [Cl:19][C:14]1[CH:13]=[C:12]([C:3]2[N:4]=[C:5]([C:7]([OH:9])=[O:8])[S:6][C:2]=2[C:23]2[CH:24]=[C:25]([F:27])[CH:26]=[C:21]([Cl:20])[CH:22]=2)[CH:17]=[CH:16][C:15]=1[F:18], predict the reactants needed to synthesize it. The reactants are: Br[C:2]1[S:6][C:5]([C:7]([O:9]CC)=[O:8])=[N:4][C:3]=1[C:12]1[CH:17]=[CH:16][C:15]([F:18])=[C:14]([Cl:19])[CH:13]=1.[Cl:20][C:21]1[CH:22]=[C:23](B(O)O)[CH:24]=[C:25]([F:27])[CH:26]=1.C(=O)(O)[O-].[Na+]. (3) Given the product [CH3:32][O:31][C:30](=[O:33])[NH:29][C@@H:20]1[CH:19]2[C:18](=[O:34])[CH2:17][C@H:16]([C:14]3[NH:13][C:12]4[CH:35]=[C:8]([C:5]5[CH:6]=[N:7][C:2]([C:61]6[CH:60]=[CH:59][C:58]([C:55]7[NH:54][C:53]([C@@H:39]8[CH2:38][C:37]([F:73])([F:36])[CH2:41][N:40]8[C:42](=[O:52])[C@@H:43]([NH:47][C:48]([O:49][CH3:50])=[O:51])[CH:44]([CH3:46])[CH3:45])=[N:57][CH:56]=7)=[CH:63][CH:62]=6)=[CH:3][CH:4]=5)[CH:9]=[CH:10][C:11]=4[N:15]=3)[CH2:28][N:26]3[C:27]2=[C:23]([CH:24]=[CH:25]3)[CH2:22][CH2:21]1, predict the reactants needed to synthesize it. The reactants are: Br[C:2]1[N:7]=[CH:6][C:5]([C:8]2[CH:9]=[CH:10][C:11]3[N:15]=[C:14]([C@@H:16]4[CH2:28][N:26]5[C:27]6[CH:19]([C@@H:20]([NH:29][C:30](=[O:33])[O:31][CH3:32])[CH2:21][CH2:22][C:23]=6[CH:24]=[CH:25]5)[C:18](=[O:34])[CH2:17]4)[NH:13][C:12]=3[CH:35]=2)=[CH:4][CH:3]=1.[F:36][C:37]1([F:73])[CH2:41][N:40]([C:42](=[O:52])[C@@H:43]([NH:47][C:48](=[O:51])[O:49][CH3:50])[CH:44]([CH3:46])[CH3:45])[C@H:39]([C:53]2[NH:54][C:55]([C:58]3[CH:63]=[CH:62][C:61](B4OC(C)(C)C(C)(C)O4)=[CH:60][CH:59]=3)=[CH:56][N:57]=2)[CH2:38]1.C(=O)(O)[O-].[Na+].C1(C)C=CC=CC=1. (4) Given the product [O:13]1[CH2:14][CH2:15][CH2:16][CH2:17][CH:12]1[N:7]1[C:8]2[C:4](=[C:3]([CH2:2][C:18]([OH:20])=[O:19])[CH:11]=[CH:10][CH:9]=2)[CH:5]=[N:6]1, predict the reactants needed to synthesize it. The reactants are: Br[CH2:2][C:3]1[CH:11]=[CH:10][CH:9]=[C:8]2[C:4]=1[CH:5]=[N:6][N:7]2[CH:12]1[CH2:17][CH2:16][CH2:15][CH2:14][O:13]1.[C:18](=O)([O-:20])[O-:19].[K+].[K+].[C]=O.O.[OH-].[Li+]. (5) The reactants are: [CH3:1][O:2][C:3]1[CH:29]=[CH:28][C:6]([CH2:7][C@@H:8]([C:24]([O:26]C)=[O:25])[NH:9][C:10](=[O:23])[CH:11]=[CH:12][C:13]2[CH:18]=[CH:17][CH:16]=[CH:15][C:14]=2[C:19]([F:22])([F:21])[F:20])=[CH:5][CH:4]=1.[OH-].[Na+]. Given the product [CH3:1][O:2][C:3]1[CH:29]=[CH:28][C:6]([CH2:7][C@@H:8]([C:24]([OH:26])=[O:25])[NH:9][C:10](=[O:23])[CH:11]=[CH:12][C:13]2[CH:18]=[CH:17][CH:16]=[CH:15][C:14]=2[C:19]([F:21])([F:20])[F:22])=[CH:5][CH:4]=1, predict the reactants needed to synthesize it. (6) Given the product [CH3:1][O:2][C:3]1[CH:4]=[C:5]([O:15][C:16]2[CH:21]=[CH:20][C:19]([S:22]([CH3:25])(=[O:24])=[O:23])=[CH:18][CH:17]=2)[CH:6]=[C:7]2[C:11]=1[NH:10][C:9]([C:12]1[S:14][CH:28]([CH2:27][C:26]([O:31][CH2:32][CH3:33])=[O:30])[CH2:29][N:13]=1)=[CH:8]2, predict the reactants needed to synthesize it. The reactants are: [CH3:1][O:2][C:3]1[CH:4]=[C:5]([O:15][C:16]2[CH:21]=[CH:20][C:19]([S:22]([CH3:25])(=[O:24])=[O:23])=[CH:18][CH:17]=2)[CH:6]=[C:7]2[C:11]=1[NH:10][C:9]([C:12](=[S:14])[NH2:13])=[CH:8]2.[C:26]([O:31][CH2:32][CH3:33])(=[O:30])[C:27]#[C:28][CH3:29].O1CCCC1.C(P(CCCC)CCCC)CCC. (7) The reactants are: [F:1][C:2]1[CH:3]=[C:4]([CH:14]([NH:16][C:17]([C:19]2[N:20]=[C:21](Cl)[O:22][CH:23]=2)=[O:18])[CH3:15])[CH:5]=[C:6]([F:13])[C:7]=1[NH:8][S:9]([CH3:12])(=[O:11])=[O:10].[CH:25]([C:28]1[CH:33]=[CH:32][CH:31]=[CH:30][C:29]=1[OH:34])([CH3:27])[CH3:26]. Given the product [F:1][C:2]1[CH:3]=[C:4]([CH:14]([NH:16][C:17]([C:19]2[N:20]=[C:21]([O:34][C:29]3[CH:30]=[CH:31][CH:32]=[CH:33][C:28]=3[CH:25]([CH3:27])[CH3:26])[O:22][CH:23]=2)=[O:18])[CH3:15])[CH:5]=[C:6]([F:13])[C:7]=1[NH:8][S:9]([CH3:12])(=[O:11])=[O:10], predict the reactants needed to synthesize it. (8) Given the product [Cl:1][C:2]1[N:7]=[CH:6][C:5]([C:8]2[C:9](=[O:22])[NH:10][C:11](=[O:21])[N:12]([CH2:14][CH2:15][CH:16]=[O:17])[CH:13]=2)=[CH:4][CH:3]=1, predict the reactants needed to synthesize it. The reactants are: [Cl:1][C:2]1[N:7]=[CH:6][C:5]([C:8]2[C:9](=[O:22])[NH:10][C:11](=[O:21])[N:12]([CH2:14][CH2:15][CH:16](OC)[O:17]C)[CH:13]=2)=[CH:4][CH:3]=1. (9) Given the product [C:1]([O:5][C:6]([NH:8][CH2:9][C:10]1[CH:15]=[CH:14][C:13]([C:16](=[O:22])[CH2:17][C:18]([CH3:21])([CH3:20])[CH3:19])=[C:12]([Cl:23])[CH:11]=1)=[O:7])([CH3:4])([CH3:2])[CH3:3], predict the reactants needed to synthesize it. The reactants are: [C:1]([O:5][C:6]([NH:8][CH2:9][C:10]1[CH:15]=[CH:14][C:13]([CH:16]([OH:22])[CH2:17][C:18]([CH3:21])([CH3:20])[CH3:19])=[C:12]([Cl:23])[CH:11]=1)=[O:7])([CH3:4])([CH3:3])[CH3:2]. (10) Given the product [C:12]([O:16][C:17](=[O:26])[NH:18][C@H:19]1[CH2:20][CH2:21][C@@H:22]([N:8]2[C:4]3[N:5]=[CH:6][N:7]=[C:2]([Cl:1])[C:3]=3[C:10]([I:11])=[CH:9]2)[CH2:23][CH2:24]1)([CH3:15])([CH3:13])[CH3:14], predict the reactants needed to synthesize it. The reactants are: [Cl:1][C:2]1[C:3]2[C:10]([I:11])=[CH:9][NH:8][C:4]=2[N:5]=[CH:6][N:7]=1.[C:12]([O:16][C:17](=[O:26])[NH:18][C@H:19]1[CH2:24][CH2:23][C@H:22](O)[CH2:21][CH2:20]1)([CH3:15])([CH3:14])[CH3:13].CC(OC(/N=N/C(OC(C)C)=O)=O)C.